This data is from Forward reaction prediction with 1.9M reactions from USPTO patents (1976-2016). The task is: Predict the product of the given reaction. (1) Given the reactants [CH3:1][O:2][C:3]1[CH:4]=[C:5]2[C:9](=[CH:10][CH:11]=1)[NH:8][C:7]([CH3:12])=[C:6]2[CH2:13][C:14]([NH:16][C@H:17]([C:21]([NH:23][C:24]1[CH:33]=[CH:32][C:31]2[C:26](=[CH:27][CH:28]=[CH:29][CH:30]=2)[CH:25]=1)=[O:22])[CH2:18][CH2:19][SH:20])=[O:15].[CH3:34][C:35]([CH:37]=[CH2:38])=[O:36].C([O-])([O-])=O.[K+].[K+], predict the reaction product. The product is: [CH3:1][O:2][C:3]1[CH:4]=[C:5]2[C:9](=[CH:10][CH:11]=1)[NH:8][C:7]([CH3:12])=[C:6]2[CH2:13][C:14]([NH:16][C@H:17]([C:21]([NH:23][C:24]1[CH:33]=[CH:32][C:31]2[C:26](=[CH:27][CH:28]=[CH:29][CH:30]=2)[CH:25]=1)=[O:22])[CH2:18][CH2:19][S:20][CH2:38][CH2:37][C:35](=[O:36])[CH3:34])=[O:15]. (2) Given the reactants S(=O)(=O)(O)O.O[C@@:7]12[C@@H:24]3[C@H:15]([C@H:16]4[C@@:20]([CH2:22][CH2:23]3)([CH3:21])[C:19](=[O:25])[CH2:18][CH2:17]4)[C@H:14]([CH3:26])[CH2:13][C:12]1=[CH:11][C:10](=[O:27])[CH2:9][CH2:8]2.C(OCC)(=O)C.CCCCCC, predict the reaction product. The product is: [CH3:26][C@@H:14]1[CH2:13][C:12]2[C:7]([CH2:8][CH2:9][C:10](=[O:27])[CH:11]=2)=[C:24]2[C@@H:15]1[C@H:16]1[C@@:20]([CH2:22][CH2:23]2)([CH3:21])[C:19](=[O:25])[CH2:18][CH2:17]1. (3) Given the reactants C[O:2][C:3]([C:5]1[C:16](=[O:17])[NH:15][C:8]2[N:9]=[C:10]([S:13][CH3:14])[N:11]=[CH:12][C:7]=2[CH:6]=1)=[O:4].Cl, predict the reaction product. The product is: [CH3:14][S:13][C:10]1[N:11]=[CH:12][C:7]2[CH:6]=[C:5]([C:3]([OH:4])=[O:2])[C:16](=[O:17])[NH:15][C:8]=2[N:9]=1. (4) Given the reactants O[C:2]1[CH:7]=[C:6]([C:8]2[CH:13]=[CH:12][CH:11]=[CH:10][CH:9]=2)[N:5]=[C:4]2[C:14]3[CH:20]=[C:19]([Br:21])[CH:18]=[CH:17][C:15]=3[O:16][C:3]=12.O=P(Cl)(Cl)[Cl:24], predict the reaction product. The product is: [Br:21][C:19]1[CH:18]=[CH:17][C:15]2[O:16][C:3]3[C:4](=[N:5][C:6]([C:8]4[CH:13]=[CH:12][CH:11]=[CH:10][CH:9]=4)=[CH:7][C:2]=3[Cl:24])[C:14]=2[CH:20]=1. (5) The product is: [CH3:22][O:23][CH2:24][CH2:25][C:26]1[N:12]([CH2:13][CH2:14][CH2:15][CH2:16][C:17]([O:19][CH2:20][CH3:21])=[O:18])[C:11]2[C:10]3[CH:9]=[CH:8][CH:7]=[CH:6][C:5]=3[N:4]=[CH:3][C:2]=2[N:1]=1. Given the reactants [NH2:1][C:2]1[CH:3]=[N:4][C:5]2[C:10]([C:11]=1[NH:12][CH2:13][CH2:14][CH2:15][CH2:16][C:17]([O:19][CH2:20][CH3:21])=[O:18])=[CH:9][CH:8]=[CH:7][CH:6]=2.[CH3:22][O:23][CH2:24][CH2:25][C:26](Cl)=O.C(N(CC)CC)C, predict the reaction product. (6) Given the reactants [CH2:1]([C:5]1[N:6]=[C:7]([C:12]2[CH:17]=[CH:16][C:15]([C:18]([F:21])([F:20])[F:19])=[CH:14][CH:13]=2)[S:8][C:9]=1[CH2:10]O)[CH2:2][CH2:3][CH3:4].C(N(CC)CC)C.CS([Cl:33])(=O)=O, predict the reaction product. The product is: [CH2:1]([C:5]1[N:6]=[C:7]([C:12]2[CH:17]=[CH:16][C:15]([C:18]([F:21])([F:20])[F:19])=[CH:14][CH:13]=2)[S:8][C:9]=1[CH2:10][Cl:33])[CH2:2][CH2:3][CH3:4]. (7) Given the reactants [NH:1]1[CH2:6][CH2:5][NH:4][CH2:3][C:2]1=[O:7].[C:8]([O:12][C:13]([N:15]1[CH2:20][CH2:19][C:18](=O)[CH2:17][CH2:16]1)=[O:14])([CH3:11])([CH3:10])[CH3:9].C(O[BH-](OC(=O)C)OC(=O)C)(=O)C.[Na+], predict the reaction product. The product is: [C:8]([O:12][C:13]([N:15]1[CH2:20][CH2:19][CH:18]([N:4]2[CH2:5][CH2:6][NH:1][C:2](=[O:7])[CH2:3]2)[CH2:17][CH2:16]1)=[O:14])([CH3:11])([CH3:9])[CH3:10].